This data is from Reaction yield outcomes from USPTO patents with 853,638 reactions. The task is: Predict the reaction yield, written as a fraction of the theoretical maximum amount of product (1.0 means a 100% yield; for example, 0.34 means a 34% yield). (1) The reactants are [CH2:1]([O:3][C:4](=[O:23])[CH:5]([C:7]1[C:8]([CH3:22])=[N:9][C:10]2[N:11]([N:14]=[C:15]([C:17]([O:19][CH2:20][CH3:21])=[O:18])[CH:16]=2)[C:12]=1[I:13])[OH:6])[CH3:2].CC(OI1(OC(C)=O)(OC(C)=O)OC(=O)C2C=CC=CC1=2)=O. The catalyst is C(Cl)Cl.C(OCC)(=O)C. The product is [CH2:1]([O:3][C:4](=[O:23])[C:5]([C:7]1[C:8]([CH3:22])=[N:9][C:10]2[N:11]([N:14]=[C:15]([C:17]([O:19][CH2:20][CH3:21])=[O:18])[CH:16]=2)[C:12]=1[I:13])=[O:6])[CH3:2]. The yield is 0.910. (2) The reactants are [CH3:1][C:2]1[O:6][C:5]([C:7]([O:9]C)=[O:8])=[CH:4][C:3]=1[C:11]1[N:15]([CH3:16])[N:14]=[CH:13][CH:12]=1.C1C(=O)N([Br:24])C(=O)C1.[OH-].[Na+]. The catalyst is O1CCCC1. The product is [Br:24][C:12]1[CH:13]=[N:14][N:15]([CH3:16])[C:11]=1[C:3]1[CH:4]=[C:5]([C:7]([OH:9])=[O:8])[O:6][C:2]=1[CH3:1]. The yield is 0.480. (3) The reactants are [Cl:1][C:2]1([C:22]([O:24]CC)=[O:23])[CH:7]=[CH:6][C:5]([N:8]([C:12]2[CH:17]=[CH:16][CH:15]=[CH:14][C:13]=2[C:18]([F:21])([F:20])[F:19])[C:9](=[O:11])[NH2:10])=[CH:4][CH2:3]1.[OH-].[K+]. The catalyst is CO. The product is [Cl:1][C:2]1([C:22]([OH:24])=[O:23])[CH:3]=[CH:4][C:5]([N:8]([C:12]2[CH:17]=[CH:16][CH:15]=[CH:14][C:13]=2[C:18]([F:21])([F:19])[F:20])[C:9](=[O:11])[NH2:10])=[CH:6][CH2:7]1. The yield is 0.920. (4) The reactants are [C:1](Cl)(=[O:9])[CH2:2][CH2:3][CH2:4][CH2:5][CH2:6][CH2:7][CH3:8].[SH:11][CH2:12][CH2:13][CH2:14][SiH2:15][CH:16]([O:19][CH3:20])[O:17][CH3:18].C(N(CC)CC)C. The catalyst is C1CCCCC1. The product is [C:1]([S:11][CH2:12][CH2:13][CH2:14][SiH2:15][CH:16]([O:19][CH3:20])[O:17][CH3:18])(=[O:9])[CH2:2][CH2:3][CH2:4][CH2:5][CH2:6][CH2:7][CH3:8]. The yield is 0.960. (5) The catalyst is CN(C=O)C. The reactants are [CH2:1]([O:5][C:6]1[N:14]=[C:13]2[C:9]([NH:10][C:11](=[O:32])[N:12]2[CH2:15][C:16]2[CH:21]=[CH:20][C:19]([CH2:22][N:23]([CH2:25][C:26]([O:28][CH3:29])=[O:27])[CH3:24])=[CH:18][C:17]=2[O:30][CH3:31])=[C:8]([NH2:33])[N:7]=1)[CH2:2][CH2:3][CH3:4].CCN=C=N[CH2:39][CH2:40][CH2:41][N:42]([CH3:44])[CH3:43].C1C=CC2N(O)N=NC=2C=1.CN(C(O)CCC)C. The product is [CH2:1]([O:5][C:6]1[N:14]=[C:13]2[C:9]([NH:10][C:11](=[O:32])[N:12]2[CH2:15][C:16]2[CH:21]=[CH:20][C:19]([CH2:22][N:23]([CH2:25][C:26]([O:28][CH2:29][CH2:39][CH2:40][CH2:41][N:42]([CH3:44])[CH3:43])=[O:27])[CH3:24])=[CH:18][C:17]=2[O:30][CH3:31])=[C:8]([NH2:33])[N:7]=1)[CH2:2][CH2:3][CH3:4]. The yield is 0.650. (6) The reactants are Br[C:2]1[CH:3]=[N:4][C:5]([OH:11])=[C:6]([CH:10]=1)[C:7]([OH:9])=[O:8].[C:12]1(B(O)O)[CH:17]=[CH:16][CH:15]=[CH:14][CH:13]=1.C([O-])([O-])=O.[Cs+].[Cs+]. The catalyst is CN(C=O)C.O. The product is [O:11]=[C:5]1[C:6]([C:7]([OH:9])=[O:8])=[CH:10][C:2]([C:12]2[CH:17]=[CH:16][CH:15]=[CH:14][CH:13]=2)=[CH:3][NH:4]1. The yield is 0.180. (7) The reactants are [Cl:1][C:2]1[CH:7]=[CH:6][CH:5]=[C:4]([Cl:8])[C:3]=1[NH:9][C:10]1[N:11]([CH3:26])[C:12]2[C:21]3[C:20](=[O:22])[NH:19][C:18]([CH3:23])=[C:17]([CH3:24])[C:16]=3[CH:15]=[CH:14][C:13]=2[N:25]=1.[Se](=O)=[O:28]. The catalyst is O1CCOCC1. The product is [Cl:8][C:4]1[CH:5]=[CH:6][CH:7]=[C:2]([Cl:1])[C:3]=1[NH:9][C:10]1[N:11]([CH3:26])[C:12]2[C:21]3[C:20](=[O:22])[NH:19][C:18]([CH:23]=[O:28])=[C:17]([CH3:24])[C:16]=3[CH:15]=[CH:14][C:13]=2[N:25]=1. The yield is 0.720. (8) The reactants are [CH2:1]([O:3][C:4]1[CH:5]=[C:6]([C:10]2[CH:15]=[CH:14][C:13]([CH2:16][C:17](O)=[O:18])=[C:12]([N+:20]([O-])=O)[CH:11]=2)[CH:7]=[CH:8][CH:9]=1)[CH3:2]. The catalyst is C(O)(=O)C.[Fe]. The product is [CH2:1]([O:3][C:4]1[CH:5]=[C:6]([C:10]2[CH:11]=[C:12]3[C:13]([CH2:16][C:17](=[O:18])[NH:20]3)=[CH:14][CH:15]=2)[CH:7]=[CH:8][CH:9]=1)[CH3:2]. The yield is 0.910. (9) The reactants are [C:1]1(B(O)O)[CH:6]=[CH:5][CH:4]=[CH:3][CH:2]=1.[F-].[K+].Cl[C:13]1[CH:18]=[CH:17][C:16]([O:19][CH3:20])=[CH:15][CH:14]=1. The catalyst is C([O-])(=O)C.[Pd+2].C([O-])(=O)C.C(P(C(C)(C)C)C1C=CC=CC=1C1C=CC=CC=1)(C)(C)C.C1COCC1. The product is [CH3:20][O:19][C:16]1[CH:17]=[CH:18][C:13]([C:1]2[CH:6]=[CH:5][CH:4]=[CH:3][CH:2]=2)=[CH:14][CH:15]=1. The yield is 0.960.